Dataset: Full USPTO retrosynthesis dataset with 1.9M reactions from patents (1976-2016). Task: Predict the reactants needed to synthesize the given product. (1) Given the product [CH3:41][C@@:12]1([OH:40])[C@H:11]([OH:10])[C@@H:15]([CH2:16][OH:17])[O:14][C@H:13]1[N:27]1[CH:39]=[C:31]2[CH:32]=[CH:33][C:34]3[CH2:35][NH:36][N:37]=[CH:38][C:29]([C:30]=32)=[N:28]1, predict the reactants needed to synthesize it. The reactants are: ClC1C=C(Cl)C=CC=1C[O:10][C@@H:11]1[C@@H:15]([CH2:16][O:17]CC2C=CC(Cl)=CC=2Cl)[O:14][C@@H:13]([N:27]2[CH:39]=[C:31]3[CH:32]=[CH:33][C:34]4[CH2:35][NH:36][N:37]=[CH:38][C:29]([C:30]=43)=[N:28]2)[C@:12]1([CH3:41])[OH:40].B(Cl)(Cl)Cl.CO. (2) Given the product [F:33][C:32]1[CH:31]=[CH:30][C:29]([CH3:34])=[C:8]2[C:7]=1[NH:6][C:4]([C:3]([F:36])([F:35])[F:2])=[CH:9]2, predict the reactants needed to synthesize it. The reactants are: [Br-].[F:2][C:3]([F:36])([F:35])[C:4]([NH:6][C:7]1[C:32]([F:33])=[CH:31][CH:30]=[C:29]([CH3:34])[C:8]=1[CH2:9][P+](C1C=CC=CC=1)(C1C=CC=CC=1)C1C=CC=CC=1)=O. (3) Given the product [OH:18][C@H:19]1[CH2:24][CH2:23][C@@:22]([C@H:26]2[CH2:34][CH2:33][C@@:32]3([CH3:35])[C@@H:28]([CH2:29][CH2:30][C:31]3=[CH2:36])[C@@H:27]2[OH:37])([CH3:25])[C@@H:21]([CH2:38][CH2:39][O:40][C:41]2[CH:46]=[N:45][CH:44]=[CH:43][N:42]=2)[CH2:20]1, predict the reactants needed to synthesize it. The reactants are: [Si]([O:18][C@H:19]1[CH2:24][CH2:23][C@@:22]([C@H:26]2[CH2:34][CH2:33][C@@:32]3([CH3:35])[C@@H:28]([CH2:29][CH2:30][C:31]3=[CH2:36])[C@@H:27]2[OH:37])([CH3:25])[C@@H:21]([CH2:38][CH2:39][O:40][C:41]2[CH:46]=[N:45][CH:44]=[CH:43][N:42]=2)[CH2:20]1)(C(C)(C)C)(C1C=CC=CC=1)C1C=CC=CC=1.CCCC[N+](CCCC)(CCCC)CCCC.[F-]. (4) Given the product [CH3:1][O:2][CH2:3][CH2:4][C:5]1[CH:16]=[CH:15][C:8]([O:9][CH2:10][CH2:11][C:12]([OH:14])=[O:13])=[CH:7][CH:6]=1, predict the reactants needed to synthesize it. The reactants are: [CH3:1][O:2][CH2:3][CH2:4][C:5]1[CH:16]=[CH:15][C:8]([O:9]/[CH:10]=[CH:11]\[C:12]([OH:14])=[O:13])=[CH:7][CH:6]=1.